Dataset: Forward reaction prediction with 1.9M reactions from USPTO patents (1976-2016). Task: Predict the product of the given reaction. (1) Given the reactants [CH:1]([O:4][C:5]1[C:6](=[O:23])[C:7](=[O:22])[C:8]=1[Sn](CCCC)(CCCC)CCCC)([CH3:3])[CH3:2].I[C:25]1[CH:30]=[CH:29][C:28]([O:31][CH3:32])=[CH:27][CH:26]=1.C(OCC)C.C, predict the reaction product. The product is: [CH:1]([O:4][C:5]1[C:6](=[O:23])[C:7](=[O:22])[C:8]=1[C:25]1[CH:30]=[CH:29][C:28]([O:31][CH3:32])=[CH:27][CH:26]=1)([CH3:2])[CH3:3]. (2) Given the reactants [ClH:1].[CH3:2][C@@:3]12[CH2:11][NH:10][CH2:9][C@@H:8]1[C:7]1[CH:12]=[CH:13][CH:14]=[C:15](/[CH:16]=[CH:17]\[CH3:18])[C:6]=1[CH2:5][CH2:4]2.C(O)(=O)C, predict the reaction product. The product is: [ClH:1].[CH3:2][C@@:3]12[CH2:11][NH:10][CH2:9][C@@H:8]1[C:7]1[CH:12]=[CH:13][CH:14]=[C:15]([CH2:16][CH2:17][CH3:18])[C:6]=1[CH2:5][CH2:4]2. (3) Given the reactants [CH3:1][O:2][C:3]1[CH:8]=[CH:7][C:6]([C:9]2[CH:10]=[N:11][CH:12]=[C:13]3[C:18]=2[N:17]=[C:16]([C:19]([OH:21])=O)[CH:15]=[CH:14]3)=[CH:5][CH:4]=1.C(N(CC)C(C)C)(C)C.F[P-](F)(F)(F)(F)F.N1(OC(N(C)C)=[N+](C)C)C2N=CC=CC=2N=N1.[C:55]1([CH2:61][CH2:62][CH2:63][NH2:64])[CH:60]=[CH:59][CH:58]=[CH:57][CH:56]=1, predict the reaction product. The product is: [CH3:1][O:2][C:3]1[CH:8]=[CH:7][C:6]([C:9]2[CH:10]=[N:11][CH:12]=[C:13]3[C:18]=2[N:17]=[C:16]([C:19]([NH:64][CH2:63][CH2:62][CH2:61][C:55]2[CH:60]=[CH:59][CH:58]=[CH:57][CH:56]=2)=[O:21])[CH:15]=[CH:14]3)=[CH:5][CH:4]=1.